This data is from Reaction yield outcomes from USPTO patents with 853,638 reactions. The task is: Predict the reaction yield, written as a fraction of the theoretical maximum amount of product (1.0 means a 100% yield; for example, 0.34 means a 34% yield). (1) The yield is 0.240. The reactants are C([Li])CCC.[O:6]1[C:11]2[CH:12]=[CH:13][C:14]([C:16]3[N:17]=[C:18]([CH3:21])[S:19][CH:20]=3)=[CH:15][C:10]=2[CH2:9][CH2:8][CH2:7]1.[C:22]([O:26][CH2:27][CH3:28])(=[O:25])[CH:23]=[O:24].C1(C)C=CC=CC=1. The product is [O:6]1[C:11]2[CH:12]=[CH:13][C:14]([C:16]3[N:17]=[C:18]([CH3:21])[S:19][C:20]=3[CH:23]([OH:24])[C:22]([O:26][CH2:27][CH3:28])=[O:25])=[CH:15][C:10]=2[CH2:9][CH2:8][CH2:7]1. The catalyst is O1CCCC1.O. (2) The product is [Cl:10][CH2:9][CH2:8][CH2:7][C:2]([CH3:4])([CH3:3])[C:1]#[N:5]. The reactants are [C:1](#[N:5])[CH:2]([CH3:4])[CH3:3].Br[CH2:7][CH2:8][CH2:9][Cl:10].C[Si]([N-][Si](C)(C)C)(C)C.[Li+]. The yield is 1.00. No catalyst specified. (3) The reactants are [OH-].[Li+].[C:3]([O:7][C:8]([NH:10][C@@H:11]([CH2:16][C:17]1[CH:22]=[CH:21][C:20]([O:23][CH:24]([CH3:26])[CH3:25])=[CH:19][CH:18]=1)[C:12]([O:14]C)=[O:13])=[O:9])([CH3:6])([CH3:5])[CH3:4]. The catalyst is O.CO. The product is [C:3]([O:7][C:8]([NH:10][C@@H:11]([CH2:16][C:17]1[CH:22]=[CH:21][C:20]([O:23][CH:24]([CH3:26])[CH3:25])=[CH:19][CH:18]=1)[C:12]([OH:14])=[O:13])=[O:9])([CH3:5])([CH3:6])[CH3:4]. The yield is 0.900. (4) The yield is 0.0830. The product is [CH2:8]([O:7][CH2:6][CH2:5][CH2:4][NH2:3])[C:9]1[CH:14]=[CH:13][CH:12]=[CH:11][CH:10]=1. The catalyst is C1COCC1. The reactants are [H-].[Na+].[NH2:3][CH2:4][CH2:5][CH2:6][OH:7].[CH2:8](Br)[C:9]1[CH:14]=[CH:13][CH:12]=[CH:11][CH:10]=1.